This data is from HIV replication inhibition screening data with 41,000+ compounds from the AIDS Antiviral Screen. The task is: Binary Classification. Given a drug SMILES string, predict its activity (active/inactive) in a high-throughput screening assay against a specified biological target. (1) The compound is CC(C)(C)N1C(=O)[N-][N+](=C(C(c2ccccc2)=[N+]2[N-]C(=O)N(C(C)(C)C)C2=O)c2ccccc2)C1=O. The result is 0 (inactive). (2) The molecule is CC(C)OP(=O)(OC(C)C)C(=NNC(=O)c1ccccc1)NNc1ccc([N+](=O)[O-])cc1. The result is 0 (inactive). (3) The compound is COC(=O)C(NC(=O)c1ccccc1)C(c1ccc(Cl)cc1)P(=O)(OC)OC. The result is 0 (inactive). (4) The drug is Cc1ccc(Nc2ncnc3sc(SCc4ccccc4)nc23)cc1. The result is 0 (inactive). (5) The drug is N#CC(=Cc1c(Cl)cccc1Cl)c1ccc([N+](=O)[O-])cc1. The result is 0 (inactive). (6) The result is 0 (inactive). The drug is COc1nc2c([nH]c(=N)n2C2OC(CO)C(O)C(O)C2O)c(=O)n1C. (7) The drug is CCCCCCC(O)CCCCCCCCCCC(=O)OCC(COC(=O)CCCCCCCCCCC(O)CCCCCC)OC(=O)CCCCCCCCCCC(O)CCCCCC. The result is 0 (inactive). (8) The molecule is Cc1ccnc(NS(=O)(=O)c2ccc(N=Nc3c(N)n(C)c(=O)n(C)c3=O)cc2)n1. The result is 0 (inactive). (9) The drug is O=C1CCC(C(=O)N2CSCC2C(=O)O)N1. The result is 0 (inactive).